This data is from TCR-epitope binding with 47,182 pairs between 192 epitopes and 23,139 TCRs. The task is: Binary Classification. Given a T-cell receptor sequence (or CDR3 region) and an epitope sequence, predict whether binding occurs between them. (1) The epitope is QIKVRVKMV. Result: 0 (the TCR does not bind to the epitope). The TCR CDR3 sequence is CSVPGLAGIGDEQFF. (2) The epitope is KLWAQCVQL. The TCR CDR3 sequence is CASSWTFPGEQFF. Result: 1 (the TCR binds to the epitope).